Task: Binary Classification. Given a miRNA mature sequence and a target amino acid sequence, predict their likelihood of interaction.. Dataset: Experimentally validated miRNA-target interactions with 360,000+ pairs, plus equal number of negative samples (1) The miRNA is hsa-miR-222-5p with sequence CUCAGUAGCCAGUGUAGAUCCU. The protein sequence of the target gene is MKERRAPQPVVVRCKLVLVGDVQCGKTAMLQVLAKDCYPETYVPTVFENYTACLETEEQRVELSLWDTSGSPYYDNVRPLCYSDSDAVLLCFDISRPETMDSALKKWRTEILDYCPSTRVLLIGCKTDLRTDLSTLMELSHQKQAPISYEQGCAIAKQLGAEIYLEGSAFTSETSIHSIFRTASMVCLNKSSPVPPKSPVRSLSKRLLHLPSRSELISTTFKKEKAKSCSIM. Result: 0 (no interaction). (2) The miRNA is mmu-miR-28b with sequence AGGAGCUCACAAUCUAUUUAG. The protein sequence of the target gene is MFNPMTPPQVNSYSEPCCLRPLHSQGVPSMGTEGLSGLPFCHQANFMSGSQGYGAARETSSCTEGSLFPPPPPPRSSVKLTKKRALSISPLSDASLDLQTVIRTSPSSLVAFINSRCTSPGGSYGHLSIGTMSPSLGFPPQMSHQKGTSPPYGVQPCVPHDSTRGSMMLHPQSRGPRATCQLKSELDMMVGKCPEDPLEGDMSSPNSTGTQDHLLGMLDGREDLEREEKPEPESVYETDCRWDGCSQEFDSQEQLVHHINSEHIHGERKEFVCHWGGCSRELRPFKAQYMLVVHMRRHTG.... Result: 0 (no interaction). (3) The miRNA is mmu-miR-3113-5p with sequence GUCCUGGCCCUGGUCCGGGUCC. The protein sequence of the target gene is MSSSPVKRQRMESALDQLKQFTTVVADTGDFHAIDEYKPQDATTNPSLILAAAQMPAYQELVEEAIAYGRKLGGSQEDQIKNAIDKLFVLFGAEILKKIPGRVSTEVDARLSFDKDAMVARARRLIELYKEAGISKDRILIKLSSTWEGIQAGKELEEQHGIHCNMTLLFSFAQAVACAEAGVTLISPFVGRILDWHVANTDKKSYEPLEDPGVKSVTKIYNYYKKFSYKTIVMGASFRNTGEIKALAGCDFLTISPKLLGELLQDNAKLVPVLSAKAAQASDLEKIHLDEKSFRWLHNE.... Result: 0 (no interaction). (4) The miRNA is mmu-miR-136-5p with sequence ACUCCAUUUGUUUUGAUGAUGG. The protein sequence of the target gene is MSAATAPERGWKSEKVDEAQALARSCAARRPDFQPCDGLSICATHSHGKCFKLHWCCHLGWCHCKYVYQPMTPVEQLPSTEIPAKPREPTNTIQISVSLTEHFLKFASVFQPPLPPDSPRYCMISDLFIDNYQVKCINGKMCYVQKQQAPHSQKMSPEEVSAHDALISKESDTPKLGHCSSPSGSEDSGINAIGAHYVESCDEDTEEGAELSSEEDYSPESSWEPDECTLLSPSQSDLEVIETMETTV. Result: 1 (interaction). (5) The miRNA is hsa-miR-5580-3p with sequence CACAUAUGAAGUGAGCCAGCAC. The protein sequence of the target gene is MSEESDSLRTSPSVASLSENELPLPPPDPPGYVCSLTEDLVTKAREELQEKPEWRLRDVQALRDMVRKEYPYLSTSLDDAFLLRFLRARKFDYDRALQLLVNYHGCRRSWPEVFSNLRPSALKDVLNSGFLTVLPHTDPRGCHVLCIRPDRWIPSNYPITENIRAVYLTLEKLIQSEETQVNGIVILADYKGVSLSKASHFGPFIAKKVIGILQDGFPIRIKAVHIVNEPRIFKGIFAIIKPFLKEKIANRFFLHGSDLNSLHTNLPRNILPKEYGGTAGELDTASWNAVLLASEEDFVK.... Result: 0 (no interaction). (6) The miRNA is hsa-miR-8072 with sequence GGCGGCGGGGAGGUAGGCAG. The protein sequence of the target gene is MERGKMAEAESLETAAEHERILREIESTDTACIGPTLRSVYDGEEHGRFMEKLETRIRNHDREIEKMCNFHYQGFVDSITELLKVRGEAQKLKNQVTDTNRKLQHEGKELVIAMEELKQCRLQQRNISATVDKLMLCLPVLEMYSKLRDQMKTKRHYPALKTLEHLEHTYLPQVSHYRFCKVMVDNIPKLREEIKDVSMSDLKDFLESIRKHSDKIGETAMKQAQQQRNLDNIVLQQPRIGSKRKSKKDAYIIFDTEIESTSPKSEQDSGILDVEDEEDDEEVPGAQDLVDFSPVYRCLH.... Result: 0 (no interaction). (7) The protein sequence of the target gene is MPGKPKHLGVPNGRMVLAVSDGELSSTTGPQGQGEGRGSSLSIHSLPSGPSSPFPTEEQPVASWALSFERLLQDPLGLAYFTEFLKKEFSAENVTFWKACERFQQIPASDTQQLAQEARNIYQEFLSSQALSPVNIDRQAWLGEEVLAEPRPDMFRAQQLQIFNLMKFDSYARFVKSPLYRECLLAEAEGRPLREPGSSRLGSPDATRKKPKLKPGKSLPLGVEELGQLPPVEGPGGRPLRKSFRRELGGTANAALRRESQGSLNSSASLDLGFLAFVSSKSESHRKSLGSTEGESESRP.... The miRNA is hsa-miR-3910 with sequence AAAGGCAUAAAACCAAGACA. Result: 0 (no interaction).